This data is from Peptide-MHC class II binding affinity with 134,281 pairs from IEDB. The task is: Regression. Given a peptide amino acid sequence and an MHC pseudo amino acid sequence, predict their binding affinity value. This is MHC class II binding data. (1) The peptide sequence is NSTIARYNRGRRAND. The MHC is DRB1_0101 with pseudo-sequence DRB1_0101. The binding affinity (normalized) is 0.422. (2) The peptide sequence is RMRRPTGKVTLEADV. The MHC is DRB1_1101 with pseudo-sequence DRB1_1101. The binding affinity (normalized) is 0.324. (3) The peptide sequence is YDKFLACVSTVLTGK. The MHC is DRB3_0202 with pseudo-sequence DRB3_0202. The binding affinity (normalized) is 0.549. (4) The peptide sequence is MLFRILSLNLIKIK. The MHC is DRB5_0101 with pseudo-sequence DRB5_0101. The binding affinity (normalized) is 0.815. (5) The peptide sequence is CGRRHSVRIRVRSGG. The binding affinity (normalized) is 0.219. The MHC is DRB1_0101 with pseudo-sequence DRB1_0101. (6) The peptide sequence is GGACGYKDVDKPPFS. The MHC is DRB1_0901 with pseudo-sequence DRB1_0901. The binding affinity (normalized) is 0. (7) The peptide sequence is SEFAYGSFVRTVSLP. The MHC is DRB1_0301 with pseudo-sequence DRB1_0301. The binding affinity (normalized) is 0.